From a dataset of Catalyst prediction with 721,799 reactions and 888 catalyst types from USPTO. Predict which catalyst facilitates the given reaction. (1) Reactant: COC1C=CC(P2(SP(C3C=CC(OC)=CC=3)(=S)S2)=[S:10])=CC=1.[C:23]([O:27][C:28]([NH:30][C@@H:31]([C:33]([NH:35][CH2:36][C:37](=O)[CH3:38])=O)[CH3:32])=[O:29])([CH3:26])([CH3:25])[CH3:24]. Product: [CH3:38][C:37]1[S:10][C:33]([C@H:31]([NH:30][C:28](=[O:29])[O:27][C:23]([CH3:26])([CH3:25])[CH3:24])[CH3:32])=[N:35][CH:36]=1. The catalyst class is: 1. (2) The catalyst class is: 4. Product: [CH3:15][O:16][C:17](=[O:43])[C:18]1[CH:30]=[C:29]([C:31]([F:1])([F:14])[C:37]2[CH:42]=[CH:41][CH:40]=[CH:39][CH:38]=2)[CH:28]=[C:20]([C:21]([N:23]([CH3:27])[CH2:24][CH2:25][CH3:26])=[O:22])[CH:19]=1. Reactant: [F:1][B-](F)(F)F.N#[O+].N1C=CC=CC=1.[FH:14].[CH3:15][O:16][C:17](=[O:43])[C:18]1[CH:30]=[C:29]([C:31]2([C:37]3[CH:42]=[CH:41][CH:40]=[CH:39][CH:38]=3)SCCCS2)[CH:28]=[C:20]([C:21]([N:23]([CH3:27])[CH2:24][CH2:25][CH3:26])=[O:22])[CH:19]=1. (3) Reactant: [CH2:1]([O:3][C:4]([CH:6]1[CH2:11][CH2:10][CH2:9][N:8]([C:12]([O:14][C:15]([CH3:18])([CH3:17])[CH3:16])=[O:13])[CH2:7]1)=[O:5])[CH3:2].C[Si]([N-][Si](C)(C)C)(C)C.[Na+].[Cl:29][C:30]1[CH:35]=[N:34][CH:33]=[C:32](Cl)[N:31]=1. Product: [CH2:1]([O:3][C:4]([C:6]1([C:32]2[CH:33]=[N:34][CH:35]=[C:30]([Cl:29])[N:31]=2)[CH2:11][CH2:10][CH2:9][N:8]([C:12]([O:14][C:15]([CH3:17])([CH3:16])[CH3:18])=[O:13])[CH2:7]1)=[O:5])[CH3:2]. The catalyst class is: 1. (4) Reactant: [O-][Mn](=O)(=O)=O.[K+].[N+:7]([O-:21])([O:9][CH2:10][CH2:11][CH2:12][C:13]1[CH:18]=[CH:17][C:16]([CH:19]=[O:20])=[CH:15][CH:14]=1)=[O:8].CC[O:24]C(C)=O.C(O)=O.C(O)(=O)C(O)=O. Product: [N+:7]([O:9][CH2:10][CH2:11][CH2:12][C:13]1[CH:18]=[CH:17][C:16]([C:19]([OH:24])=[O:20])=[CH:15][CH:14]=1)([O-:21])=[O:8]. The catalyst class is: 21. (5) Reactant: F[C:2]1[CH:11]=[C:10]([C:12]2[N:17]=[C:16]3[N:18]([CH2:21][C:22]4[CH:23]=[C:24]5[C:29](=[CH:30][CH:31]=4)[N:28]=[CH:27][CH:26]=[CH:25]5)[N:19]=[N:20][C:15]3=[CH:14][CH:13]=2)[CH:9]=[CH:8][C:3]=1C(NC)=O.[C:32]([NH:35]C1C=CC(B(O)O)=CC=1)(=[O:34])[CH3:33].C(=O)([O-])[O-].[K+].[K+].O1CCOCC1. The catalyst class is: 103. Product: [N:28]1[C:29]2[C:24](=[CH:23][C:22]([CH2:21][N:18]3[C:16]4=[N:17][C:12]([C:10]5[CH:11]=[C:2]([NH:35][C:32](=[O:34])[CH3:33])[CH:3]=[CH:8][CH:9]=5)=[CH:13][CH:14]=[C:15]4[N:20]=[N:19]3)=[CH:31][CH:30]=2)[CH:25]=[CH:26][CH:27]=1. (6) Reactant: [CH3:1][O:2][N:3]([CH3:18])[C:4]1[N:9]=[C:8]([NH:10][CH2:11][CH2:12][CH3:13])[N:7]=[C:6]([NH:14][CH2:15][C:16]#[CH:17])[N:5]=1.[C:19]([OH:29])(=[O:28])[CH:20]([C:22]1[CH:27]=[CH:26][CH:25]=[CH:24][CH:23]=1)[OH:21]. Product: [C:19]([OH:29])(=[O:28])[CH:20]([C:22]1[CH:27]=[CH:26][CH:25]=[CH:24][CH:23]=1)[OH:21].[CH3:1][O:2][N:3]([CH3:18])[C:4]1[N:5]=[C:6]([NH:14][CH2:15][CH2:16][CH3:17])[N:7]=[C:8]([NH:10][CH2:11][C:12]#[CH:13])[N:9]=1. The catalyst class is: 10. (7) Reactant: [C:1](=O)([O:12][C@@H:13]([CH3:18])[C:14]([F:17])([F:16])[F:15])[O:2]C1C=CC([N+]([O-])=O)=CC=1.[CH2:20]([N:27]1[CH2:31][CH2:30][C@H:29]([NH2:32])[CH2:28]1)[C:21]1[CH:26]=[CH:25][CH:24]=[CH:23][CH:22]=1. Product: [CH2:20]([N:27]1[CH2:31][CH2:30][C@H:29]([NH:32][C:1](=[O:2])[O:12][C@@H:13]([CH3:18])[C:14]([F:17])([F:16])[F:15])[CH2:28]1)[C:21]1[CH:22]=[CH:23][CH:24]=[CH:25][CH:26]=1. The catalyst class is: 22. (8) Reactant: [Br:1][CH2:2][CH2:3][CH2:4][CH2:5][CH2:6][CH2:7][OH:8].[C:9]1([P:15]([C:22]2[CH:27]=[CH:26][CH:25]=[CH:24][CH:23]=2)[C:16]2[CH:21]=[CH:20][CH:19]=[CH:18][CH:17]=2)[CH:14]=[CH:13][CH:12]=[CH:11][CH:10]=1. Product: [Br-:1].[OH:8][CH2:7][CH2:6][CH2:5][CH2:4][CH2:3][CH2:2][P+:15]([C:16]1[CH:17]=[CH:18][CH:19]=[CH:20][CH:21]=1)([C:22]1[CH:27]=[CH:26][CH:25]=[CH:24][CH:23]=1)[C:9]1[CH:10]=[CH:11][CH:12]=[CH:13][CH:14]=1. The catalyst class is: 10.